This data is from Catalyst prediction with 721,799 reactions and 888 catalyst types from USPTO. The task is: Predict which catalyst facilitates the given reaction. (1) Reactant: [Br-].[Br:2][CH2:3][CH2:4][CH2:5][P+:6]([C:19]1[CH:24]=[CH:23][CH:22]=[CH:21][CH:20]=1)([C:13]1[CH:18]=[CH:17][CH:16]=[CH:15][CH:14]=1)[C:7]1[CH:12]=[CH:11][CH:10]=[CH:9][CH:8]=1.[CH3:25][NH:26][CH3:27].C(Br)(=O)C. Product: [Br-:2].[CH3:25][N:26]([CH3:27])[CH2:3][CH2:4][CH2:5][P+:6]([C:19]1[CH:24]=[CH:23][CH:22]=[CH:21][CH:20]=1)([C:13]1[CH:18]=[CH:17][CH:16]=[CH:15][CH:14]=1)[C:7]1[CH:12]=[CH:11][CH:10]=[CH:9][CH:8]=1. The catalyst class is: 8. (2) The catalyst class is: 11. Reactant: [C:1]([CH2:3][C:4]1(C(O)=O)[CH2:7][CH2:6][CH2:5]1)#[N:2].C1C=CC(P([N:25]=[N+]=[N-])(C2C=CC=CC=2)=O)=CC=1.[Cl:28][C:29]1[CH:30]=[C:31]([C:36]2[C:44]([C:45]([NH2:47])=[O:46])=[C:39]3[CH2:40][NH:41][CH2:42][CH2:43][N:38]3[N:37]=2)[CH:32]=[CH:33][C:34]=1[F:35].C1[CH2:52][O:51]CC1. Product: [Cl:28][C:29]1[CH:30]=[C:31]([C:36]2[C:44]([C:45]([NH2:47])=[O:46])=[C:39]3[CH2:40][N:41]([C:52]([NH:25][C:4]4([CH2:3][C:1]#[N:2])[CH2:5][CH2:6][CH2:7]4)=[O:51])[CH2:42][CH2:43][N:38]3[N:37]=2)[CH:32]=[CH:33][C:34]=1[F:35].